Dataset: CYP3A4 inhibition data for predicting drug metabolism from PubChem BioAssay. Task: Regression/Classification. Given a drug SMILES string, predict its absorption, distribution, metabolism, or excretion properties. Task type varies by dataset: regression for continuous measurements (e.g., permeability, clearance, half-life) or binary classification for categorical outcomes (e.g., BBB penetration, CYP inhibition). Dataset: cyp3a4_veith. (1) The drug is COc1ccc(CC[N@+]2(C)COc3cc4oc(=O)cc(C)c4cc3C2)cc1OC. The result is 0 (non-inhibitor). (2) The drug is C1CCN2C[C@@H]3C[C@@H](CN4CCCC[C@H]34)[C@H]2C1. The result is 0 (non-inhibitor). (3) The compound is CCN(CC)C(=O)Cn1cnc([N+](=O)[O-])n1. The result is 0 (non-inhibitor). (4) The compound is CCc1cccc2c(C=C(C#N)C#N)cn(CC(=O)N3CCCC3)c12. The result is 0 (non-inhibitor).